Dataset: Full USPTO retrosynthesis dataset with 1.9M reactions from patents (1976-2016). Task: Predict the reactants needed to synthesize the given product. (1) Given the product [NH2:1][C:4]1[CH:5]=[N:6][N:7]([CH2:9][C:10]([O:12][CH3:13])=[O:11])[CH:8]=1, predict the reactants needed to synthesize it. The reactants are: [N+:1]([C:4]1[CH:5]=[N:6][N:7]([CH2:9][C:10]([O:12][CH3:13])=[O:11])[CH:8]=1)([O-])=O.[H][H]. (2) Given the product [CH3:1][N:2]1[C:13](=[O:14])[CH2:12][CH2:11][CH:10]=[CH:9][CH2:8][C@@H:7]([CH2:15][C:16]([OH:18])=[O:17])[C:6](=[O:23])[O:5][CH2:4][C@H:3]1[C:24]1[CH:25]=[CH:26][CH:27]=[CH:28][CH:29]=1, predict the reactants needed to synthesize it. The reactants are: [CH3:1][N:2]1[C:13](=[O:14])[CH2:12][CH2:11][CH:10]=[CH:9][CH2:8][C@@H:7]([CH2:15][C:16]([O:18]C(C)(C)C)=[O:17])[C:6](=[O:23])[O:5][CH2:4][C@H:3]1[C:24]1[CH:29]=[CH:28][CH:27]=[CH:26][CH:25]=1.FC(F)(F)C(O)=O. (3) Given the product [NH2:11][C:9]1[N:8]=[CH:7][N:6]=[C:5]2[N:4]([CH2:12][C:13]3[CH:14]=[C:15]4[N:20]([C:21]=3[C:22]3[CH:23]=[CH:24][N:25]=[CH:26][CH:27]=3)[CH:19]=[CH:18][CH:17]=[CH:16]4)[N:3]=[C:2]([C:31]3[CH:32]=[C:33]([OH:35])[CH:34]=[C:29]([F:28])[CH:30]=3)[C:10]=12, predict the reactants needed to synthesize it. The reactants are: I[C:2]1[C:10]2[C:5](=[N:6][CH:7]=[N:8][C:9]=2[NH2:11])[N:4]([CH2:12][C:13]2[CH:14]=[C:15]3[N:20]([C:21]=2[C:22]2[CH:27]=[CH:26][N:25]=[CH:24][CH:23]=2)[CH:19]=[CH:18][CH:17]=[CH:16]3)[N:3]=1.[F:28][C:29]1[CH:30]=[C:31](B(O)O)[CH:32]=[C:33]([OH:35])[CH:34]=1.CCO.C([O-])([O-])=O.[Na+].[Na+]. (4) Given the product [O:16]=[C:7]1[C:4]2([CH2:3][CH2:2][N:1]([CH2:18][C:19]([O:21][CH2:22][CH3:23])=[O:20])[CH2:6][CH2:5]2)[CH2:15][CH2:14][C:13]2[C:8]1=[CH:9][CH:10]=[CH:11][CH:12]=2, predict the reactants needed to synthesize it. The reactants are: [NH:1]1[CH2:6][CH2:5][C:4]2([CH2:15][CH2:14][C:13]3[C:8](=[CH:9][CH:10]=[CH:11][CH:12]=3)[C:7]2=[O:16])[CH2:3][CH2:2]1.Br[CH2:18][C:19]([O:21][CH2:22][CH3:23])=[O:20].C(N(CC)CC)C. (5) Given the product [OH:45][C@@H:43]([C@H:16]1[C:15](=[O:14])[N:21]2[C@@H:17]1[CH2:18][C:19]([C:28]1[CH:33]=[CH:32][CH:31]=[C:30]([CH2:34][OH:35])[CH:29]=1)=[C:20]2[C:22]([O:24][CH2:25][CH:26]=[CH2:27])=[O:23])[CH3:44], predict the reactants needed to synthesize it. The reactants are: FC(F)(F)S(O)(=O)=O.C1COCC1.[O:14]=[C:15]1[N:21]2[C@H:17]([CH2:18][C:19]([C:28]3[CH:33]=[CH:32][CH:31]=[C:30]([CH2:34][O:35][Si](CC)(CC)CC)[CH:29]=3)=[C:20]2[C:22]([O:24][CH2:25][CH:26]=[CH2:27])=[O:23])[C@H:16]1[C@H:43]([O:45][Si](CC)(CC)CC)[CH3:44].C(=O)([O-])O.[Na+]. (6) The reactants are: [C:1](O[K])(C)(C)C.O=[C:8]1[CH2:13][CH2:12][N:11]([C:14]([O:16][C:17]([CH3:20])([CH3:19])[CH3:18])=[O:15])[CH2:10][CH2:9]1. Given the product [CH2:1]=[C:8]1[CH2:13][CH2:12][N:11]([C:14]([O:16][C:17]([CH3:20])([CH3:19])[CH3:18])=[O:15])[CH2:10][CH2:9]1, predict the reactants needed to synthesize it. (7) Given the product [CH3:1][O:2][C:3](=[O:12])[CH2:4][C:5]1[CH:10]=[CH:9][C:8]([C:58]2[CH:59]=[CH:60][C:55]([C:52]([CH2:53][CH3:54])([C:71]3[CH:76]=[CH:75][C:74]([CH2:77][CH2:78][C:79]([OH:84])([C:85]([F:87])([F:88])[F:86])[C:80]([F:83])([F:82])[F:81])=[C:73]([CH3:89])[CH:72]=3)[CH2:50][CH3:51])=[CH:56][C:57]=2[CH3:70])=[CH:7][CH:6]=1, predict the reactants needed to synthesize it. The reactants are: [CH3:1][O:2][C:3](=[O:12])[CH2:4][C:5]1[CH:10]=[CH:9][C:8](Br)=[CH:7][CH:6]=1.C1(P(C2CCCCC2)C2C=CC=CC=2C2C(OC)=CC=CC=2OC)CCCCC1.P([O-])([O-])([O-])=O.[K+].[K+].[K+].[CH2:50]([C:52]([C:71]1[CH:76]=[CH:75][C:74]([CH2:77][CH2:78][C:79]([C:85]([F:88])([F:87])[F:86])([OH:84])[C:80]([F:83])([F:82])[F:81])=[C:73]([CH3:89])[CH:72]=1)([C:55]1[CH:60]=[CH:59][C:58](B2OC(C)(C)C(C)(C)O2)=[C:57]([CH3:70])[CH:56]=1)[CH2:53][CH3:54])[CH3:51].[Cl-].[NH4+]. (8) Given the product [C:3]([O:7][C:8]([NH:10][C@@H:11]1[C:21]2[C:16](=[N:17][CH:18]=[CH:19][CH:20]=2)[C@H:15]([CH2:22][C:23]([OH:25])=[O:24])[CH2:14][CH2:13][C@H:12]1[C:28]1[CH:33]=[CH:32][CH:31]=[C:30]([F:34])[C:29]=1[F:35])=[O:9])([CH3:6])([CH3:4])[CH3:5], predict the reactants needed to synthesize it. The reactants are: [OH-].[Li+].[C:3]([O:7][C:8]([NH:10][C@@H:11]1[C:21]2[C:16](=[N:17][CH:18]=[CH:19][CH:20]=2)[C@H:15]([CH2:22][C:23]([O:25]CC)=[O:24])[CH2:14][CH2:13][C@H:12]1[C:28]1[CH:33]=[CH:32][CH:31]=[C:30]([F:34])[C:29]=1[F:35])=[O:9])([CH3:6])([CH3:5])[CH3:4].